This data is from Catalyst prediction with 721,799 reactions and 888 catalyst types from USPTO. The task is: Predict which catalyst facilitates the given reaction. Reactant: [NH2:1][C:2]1[NH:7][C:6](=[O:8])[CH:5]=[C:4]([CH2:9][CH2:10][C:11]2[CH:19]=[C:18]3[C:14]([CH:15]=[CH:16][NH:17]3)=[CH:13][CH:12]=2)[N:3]=1.C(=O)([O-])[O-].[K+].[K+].Br[CH2:27][CH:28]1[O:32][CH2:31][CH2:30][O:29]1.[I-].[Na+]. Product: [NH2:1][C:2]1[N:7]([CH2:27][CH:28]2[O:32][CH2:31][CH2:30][O:29]2)[C:6](=[O:8])[CH:5]=[C:4]([CH2:9][CH2:10][C:11]2[CH:19]=[C:18]3[C:14]([CH:15]=[CH:16][NH:17]3)=[CH:13][CH:12]=2)[N:3]=1. The catalyst class is: 3.